From a dataset of Reaction yield outcomes from USPTO patents with 853,638 reactions. Predict the reaction yield, written as a fraction of the theoretical maximum amount of product (1.0 means a 100% yield; for example, 0.34 means a 34% yield). The reactants are [O:1]1[C@H:5]2[O:6][CH2:7][CH2:8][C@H:4]2[C@@H:3]([OH:9])[CH2:2]1.C1COCC1.CC(OI1(OC(C)=O)(OC(C)=O)OC(=O)C2C=CC=CC1=2)=O. The catalyst is C(Cl)Cl. The product is [O:1]1[C@H:5]2[O:6][CH2:7][CH2:8][C@H:4]2[C:3](=[O:9])[CH2:2]1. The yield is 0.870.